Dataset: Peptide-MHC class II binding affinity with 134,281 pairs from IEDB. Task: Regression. Given a peptide amino acid sequence and an MHC pseudo amino acid sequence, predict their binding affinity value. This is MHC class II binding data. The peptide sequence is LMTSPKWVQMCSRTL. The MHC is H-2-IAb with pseudo-sequence H-2-IAb. The binding affinity (normalized) is 0.455.